This data is from Full USPTO retrosynthesis dataset with 1.9M reactions from patents (1976-2016). The task is: Predict the reactants needed to synthesize the given product. (1) Given the product [C:1]([O:5][C:6](=[O:37])[NH:7][CH2:8][C:9]1[CH:14]=[CH:13][CH:12]=[C:11]([C:15]2[CH:16]=[N:17][CH:18]=[C:19]([O:21][CH2:22][C@@H:23]3[CH2:26][CH2:25][NH:24]3)[CH:20]=2)[CH:10]=1)([CH3:4])([CH3:2])[CH3:3], predict the reactants needed to synthesize it. The reactants are: [C:1]([O:5][C:6](=[O:37])[NH:7][CH2:8][C:9]1[CH:14]=[CH:13][CH:12]=[C:11]([C:15]2[CH:16]=[N:17][CH:18]=[C:19]([O:21][CH2:22][C@@H:23]3[CH2:26][CH2:25][N:24]3C(OCC3C=CC=CC=3)=O)[CH:20]=2)[CH:10]=1)([CH3:4])([CH3:3])[CH3:2]. (2) Given the product [S:30]1[C:39]2[CH2:38][CH2:37][N:36]([C:27]([C:23]3[N:24]=[CH:25][N:26]=[C:21]([NH:20][C:16]4[CH:17]=[C:18]5[C:13](=[CH:14][CH:15]=4)[CH2:12][C:4]4([C:5]6[C:6](=[N:7][CH:8]=[CH:9][CH:10]=6)[NH:11][C:3]4=[O:2])[CH2:19]5)[CH:22]=3)=[O:29])[CH2:35][CH2:34][C:33]=2[N:32]=[CH:31]1, predict the reactants needed to synthesize it. The reactants are: Cl.[O:2]=[C:3]1[NH:11][C:6]2=[N:7][CH:8]=[CH:9][CH:10]=[C:5]2[C:4]21[CH2:19][C:18]1[C:13](=[CH:14][CH:15]=[C:16]([NH:20][C:21]3[N:26]=[CH:25][N:24]=[C:23]([C:27]([OH:29])=O)[CH:22]=3)[CH:17]=1)[CH2:12]2.[S:30]1[C:39]2[CH2:38][CH2:37][NH:36][CH2:35][CH2:34][C:33]=2[N:32]=[CH:31]1.CCN(C(C)C)C(C)C.CN(C(ON1N=NC2C=CC=CC1=2)=[N+](C)C)C.[B-](F)(F)(F)F. (3) The reactants are: [C:1]1([S:7]([N:10]2[CH2:14][CH:13]([C:15]3[CH:20]=[CH:19][CH:18]=[C:17](Br)[CH:16]=3)[N:12]([CH:22]([CH3:24])[CH3:23])[C:11]2=[O:25])(=[O:9])=[O:8])[CH:6]=[CH:5][CH:4]=[CH:3][CH:2]=1.[F:26][C:27]1[CH:28]=[CH:29][C:30]([O:36][CH3:37])=[C:31](B(O)O)[CH:32]=1.C(=O)([O-])[O-].[Na+].[Na+]. Given the product [C:1]1([S:7]([N:10]2[CH2:14][CH:13]([C:15]3[CH:16]=[C:17]([C:29]4[CH:28]=[C:27]([F:26])[CH:32]=[CH:31][C:30]=4[O:36][CH3:37])[CH:18]=[CH:19][CH:20]=3)[N:12]([CH:22]([CH3:24])[CH3:23])[C:11]2=[O:25])(=[O:9])=[O:8])[CH:6]=[CH:5][CH:4]=[CH:3][CH:2]=1, predict the reactants needed to synthesize it. (4) The reactants are: C([N:8]([CH2:14][CH2:15][CH2:16][O:17][C:18]1[CH:23]=[CH:22][C:21]([CH2:24][C:25]2[C:26]([O:33][C@@H:34]3[O:60][C@H:59]([CH2:61][O:62][C:63](=[O:68])[C:64]([CH3:67])([CH3:66])[CH3:65])[C@@H:51]([O:52][C:53](=[O:58])[C:54]([CH3:57])([CH3:56])[CH3:55])[C@H:43]([O:44][C:45](=[O:50])[C:46]([CH3:49])([CH3:48])[CH3:47])[C@H:35]3[O:36][C:37](=[O:42])[C:38]([CH3:41])([CH3:40])[CH3:39])=[N:27][NH:28][C:29]=2[CH:30]([CH3:32])[CH3:31])=[C:20]([CH3:69])[CH:19]=1)[CH2:9][CH2:10][C:11](=[O:13])[NH2:12])C1C=CC=CC=1. Given the product [C:11]([CH2:10][CH2:9][NH:8][CH2:14][CH2:15][CH2:16][O:17][C:18]1[CH:23]=[CH:22][C:21]([CH2:24][C:25]2[C:26]([O:33][C@@H:34]3[O:60][C@H:59]([CH2:61][O:62][C:63](=[O:68])[C:64]([CH3:67])([CH3:66])[CH3:65])[C@@H:51]([O:52][C:53](=[O:58])[C:54]([CH3:56])([CH3:55])[CH3:57])[C@H:43]([O:44][C:45](=[O:50])[C:46]([CH3:47])([CH3:48])[CH3:49])[C@H:35]3[O:36][C:37](=[O:42])[C:38]([CH3:39])([CH3:40])[CH3:41])=[N:27][NH:28][C:29]=2[CH:30]([CH3:31])[CH3:32])=[C:20]([CH3:69])[CH:19]=1)(=[O:13])[NH2:12], predict the reactants needed to synthesize it. (5) The reactants are: [CH:1]([C:3]1[CH:8]=[CH:7][C:6](B(O)O)=[CH:5][CH:4]=1)=[CH2:2].Cl[C:13]1[CH:18]=[CH:17][C:16]([C:19]2[CH:20]=[N:21][CH:22]=[CH:23][CH:24]=2)=[CH:15][CH:14]=1.F[K].C(P)(C)(C)C.P(C(C)(C)C)(C(C)(C)C)C(C)(C)C. Given the product [CH:1]([C:3]1[CH:8]=[CH:7][C:6]([C:13]2[CH:14]=[CH:15][C:16]([C:19]3[CH:20]=[N:21][CH:22]=[CH:23][CH:24]=3)=[CH:17][CH:18]=2)=[CH:5][CH:4]=1)=[CH2:2], predict the reactants needed to synthesize it. (6) Given the product [CH3:36][O:38][C:39]1[C:40]2[C:2]([CH3:3])([CH3:32])[N:11]3[CH2:12][CH2:13][C:14]4[C:19]([C:10]3=[CH:9][C:8]=2[CH:7]=[CH:6][C:5]=1[O:23][CH3:24])=[CH:18][C:17]1[O:20][CH2:21][O:22][C:16]=1[CH:15]=4, predict the reactants needed to synthesize it. The reactants are: Cl[CH:2]1[NH+:11]2[CH2:12][CH2:13][C:14]3[C:19]([C:10]2=[CH:9][C:8]2[CH:7]=[CH:6][C:5]([O:23][CH3:24])=C(OC)[C:3]1=2)=[CH:18][C:17]1[O:20][CH2:21][O:22][C:16]=1[CH:15]=3.[Cl-].C[Mg]Cl.O1CCC[CH2:32]1.[CH2:36]([O:38][CH2:39][CH3:40])C. (7) Given the product [C:1]([O:5][C:6](=[O:41])[CH2:7][O:8][C:9]1[C:18]2[CH2:17][CH2:16][CH2:15][C@@H:14]([N:19]([S:20]([C:23]3[CH:28]=[C:27]([C:29]([F:32])([F:31])[F:30])[CH:26]=[C:25]([C:61](=[O:63])[CH3:62])[CH:24]=3)(=[O:22])=[O:21])[CH2:34][C:35]3[CH:40]=[CH:39][CH:38]=[CH:37][CH:36]=3)[C:13]=2[CH:12]=[CH:11][CH:10]=1)([CH3:4])([CH3:3])[CH3:2], predict the reactants needed to synthesize it. The reactants are: [C:1]([O:5][C:6](=[O:41])[CH2:7][O:8][C:9]1[C:18]2[CH2:17][CH2:16][CH2:15][C@@H:14]([N:19]([CH2:34][C:35]3[CH:40]=[CH:39][CH:38]=[CH:37][CH:36]=3)[S:20]([C:23]3[CH:28]=[C:27]([C:29]([F:32])([F:31])[F:30])[CH:26]=[C:25](Br)[CH:24]=3)(=[O:22])=[O:21])[C:13]=2[CH:12]=[CH:11][CH:10]=1)([CH3:4])([CH3:3])[CH3:2].C1([As](C2C=CC=CC=2)C2C=CC=CC=2)C=CC=CC=1.[CH2:61]([O:63]C([Sn](CCCC)(CCCC)CCCC)=C)[CH3:62].Cl. (8) Given the product [I:31][C:15]1[S:14][C:13]([O:12][C:11]2[CH:18]=[CH:19][C:8]([O:1][C:2]3[CH:3]=[CH:4][CH:5]=[CH:6][CH:7]=3)=[CH:9][CH:10]=2)=[N:17][CH:16]=1, predict the reactants needed to synthesize it. The reactants are: [O:1]([C:8]1[CH:19]=[CH:18][C:11]([O:12][C:13]2[S:14][CH:15]=[CH:16][N:17]=2)=[CH:10][CH:9]=1)[C:2]1[CH:7]=[CH:6][CH:5]=[CH:4][CH:3]=1.[Li]CCCC.CCCCCC.[I:31]I.